Task: Predict the reactants needed to synthesize the given product.. Dataset: Full USPTO retrosynthesis dataset with 1.9M reactions from patents (1976-2016) (1) Given the product [F:1][C:2]1[CH:10]=[CH:9][C:8]([F:11])=[CH:7][C:3]=1[C:4]([N:19]1[CH2:18][CH2:17][N:16]([C:20]([O:22][C:23]([CH3:24])([CH3:25])[CH3:26])=[O:21])[CH2:15][CH:14]1[CH2:13][OH:12])=[O:5], predict the reactants needed to synthesize it. The reactants are: [F:1][C:2]1[CH:10]=[CH:9][C:8]([F:11])=[CH:7][C:3]=1[C:4](Cl)=[O:5].[OH:12][CH2:13][CH:14]1[NH:19][CH2:18][CH2:17][N:16]([C:20]([O:22][C:23]([CH3:26])([CH3:25])[CH3:24])=[O:21])[CH2:15]1.C(N(CC)CC)C.O. (2) Given the product [CH3:10][O:11][C:12](=[O:33])[CH:13]=[CH:8][C:5]1[CH:6]=[N:7][C:2]([Br:1])=[CH:3][CH:4]=1, predict the reactants needed to synthesize it. The reactants are: [Br:1][C:2]1[N:7]=[CH:6][C:5]([CH:8]=O)=[CH:4][CH:3]=1.[CH3:10][O:11][C:12](=[O:33])[CH:13]=P(C1C=CC=CC=1)(C1C=CC=CC=1)C1C=CC=CC=1. (3) Given the product [CH3:30][N:20]([C:17]1[CH:16]=[CH:15][C:14]([N:7]2[C:8]3[CH2:9][CH2:10][CH2:11][CH2:12][C:13]=3[C:5]([C:4]([F:3])([F:28])[F:29])=[N:6]2)=[CH:19][CH:18]=1)[C:21]([N:23]1[CH2:24][CH2:25][CH2:26][CH2:27]1)=[O:22], predict the reactants needed to synthesize it. The reactants are: [H-].[Na+].[F:3][C:4]([F:29])([F:28])[C:5]1[C:13]2[CH2:12][CH2:11][CH2:10][CH2:9][C:8]=2[N:7]([C:14]2[CH:19]=[CH:18][C:17]([NH:20][C:21]([N:23]3[CH2:27][CH2:26][CH2:25][CH2:24]3)=[O:22])=[CH:16][CH:15]=2)[N:6]=1.[CH3:30]I.